From a dataset of Full USPTO retrosynthesis dataset with 1.9M reactions from patents (1976-2016). Predict the reactants needed to synthesize the given product. (1) Given the product [CH2:13]([C@:15]12[CH2:25][CH2:24][C@@:23]3([CH2:41][O:26]3)[CH2:22][C@H:21]1[CH2:20][CH2:19][O:18][C:17]1[CH:27]=[C:28]([C:31]([NH:33][C:34]3[C:35]([CH3:40])=[N:36][CH:37]=[CH:38][CH:39]=3)=[O:32])[CH:29]=[CH:30][C:16]2=1)[CH3:14].[CH2:41]([C@@:43]12[CH2:53][CH2:52][C@:51]3([CH2:8][O:54]3)[CH2:50][C@@H:49]1[CH2:48][CH2:47][O:46][C:45]1[CH:55]=[C:56]([C:59]([NH:61][C:62]3[C:63]([CH3:68])=[N:64][CH:65]=[CH:66][CH:67]=3)=[O:60])[CH:57]=[CH:58][C:44]2=1)[CH3:42], predict the reactants needed to synthesize it. The reactants are: [H-].[Na+].CS(C)=O.[I-].[CH3:8][S+](C)(C)=O.[CH2:13]([C@:15]12[CH2:25][CH2:24][C:23](=[O:26])[CH2:22][C@H:21]1[CH2:20][CH2:19][O:18][C:17]1[CH:27]=[C:28]([C:31]([NH:33][C:34]3[C:35]([CH3:40])=[N:36][CH:37]=[CH:38][CH:39]=3)=[O:32])[CH:29]=[CH:30][C:16]2=1)[CH3:14].[CH2:41]([C@@:43]12[CH2:53][CH2:52][C:51](=[O:54])[CH2:50][C@@H:49]1[CH2:48][CH2:47][O:46][C:45]1[CH:55]=[C:56]([C:59]([NH:61][C:62]3[C:63]([CH3:68])=[N:64][CH:65]=[CH:66][CH:67]=3)=[O:60])[CH:57]=[CH:58][C:44]2=1)[CH3:42]. (2) Given the product [CH3:10][C:9]([CH3:12])([CH3:11])[CH2:8][C:7]1[O:13][N:17]=[C:5]([C:4]([OH:3])=[O:15])[CH:6]=1, predict the reactants needed to synthesize it. The reactants are: C([O:3][C:4](=[O:15])/[C:5](/O)=[CH:6]/[C:7](=[O:13])[CH2:8][C:9]([CH3:12])([CH3:11])[CH3:10])C.Cl.[NH2:17]O.[OH-].[Na+].Cl. (3) The reactants are: Cl[C:2]1[CH:17]=[C:16]([NH:18][C@H:19]2[CH2:24][CH2:23][CH2:22][CH:21]([F:25])[CH2:20]2)[C:5]([C:6]([NH:8][CH2:9][CH:10]([F:15])[C:11]([OH:14])([CH3:13])[CH3:12])=[O:7])=[CH:4][N:3]=1.[S:26]1[C:30]2[CH:31]=[C:32]([NH2:35])[CH:33]=[CH:34][C:29]=2[N:28]=[CH:27]1.C(O)(C(F)(F)F)=O. Given the product [S:26]1[C:30]2[CH:31]=[C:32]([NH:35][C:2]3[CH:17]=[C:16]([NH:18][CH:19]4[CH2:24][CH2:23][CH2:22][CH:21]([F:25])[CH2:20]4)[C:5]([C:6]([NH:8][CH2:9][CH:10]([F:15])[C:11]([OH:14])([CH3:13])[CH3:12])=[O:7])=[CH:4][N:3]=3)[CH:33]=[CH:34][C:29]=2[N:28]=[CH:27]1, predict the reactants needed to synthesize it. (4) Given the product [CH2:1]([O:8][C@H:9]([CH3:21])[C@@H:10]([CH3:20])[O:11][C:12]1[C:17]([C:25]([F:27])([F:26])[F:24])=[CH:16][N:15]=[C:14]([Cl:19])[N:13]=1)[C:2]1[CH:7]=[CH:6][CH:5]=[CH:4][CH:3]=1, predict the reactants needed to synthesize it. The reactants are: [CH2:1]([O:8][C@H:9]([CH3:21])[C@@H:10]([CH3:20])[O:11][C:12]1[C:17](I)=[CH:16][N:15]=[C:14]([Cl:19])[N:13]=1)[C:2]1[CH:7]=[CH:6][CH:5]=[CH:4][CH:3]=1.[F-].[K+].[F:24][C:25]([Si](C)(C)C)([F:27])[F:26].[Cl-].[Na+]. (5) Given the product [ClH:20].[NH2:10][CH2:9][C:5]1[C:6](=[O:8])[NH:7][C:2]([CH3:1])=[CH:3][C:4]=1[NH:18][CH3:19], predict the reactants needed to synthesize it. The reactants are: [CH3:1][C:2]1[NH:7][C:6](=[O:8])[C:5]([CH2:9][NH:10]C(=O)OC(C)(C)C)=[C:4]([NH:18][CH3:19])[CH:3]=1.[ClH:20].CO. (6) Given the product [Cl:24][C:25]1[CH:30]=[CH:29][CH:28]=[CH:27][C:26]=1[S:31]([NH:34][C:35]([N:21]1[CH2:22][CH2:23][N:18]([C:4]2[C:3]([C:1]#[N:2])=[CH:13][C:7]([C:8]([O:10][CH2:11][CH3:12])=[O:9])=[C:6]([C:14]([F:15])([F:17])[F:16])[N:5]=2)[CH2:19][CH2:20]1)=[O:36])(=[O:33])=[O:32], predict the reactants needed to synthesize it. The reactants are: [C:1]([C:3]1[C:4]([N:18]2[CH2:23][CH2:22][NH:21][CH2:20][CH2:19]2)=[N:5][C:6]([C:14]([F:17])([F:16])[F:15])=[C:7]([CH:13]=1)[C:8]([O:10][CH2:11][CH3:12])=[O:9])#[N:2].[Cl:24][C:25]1[CH:30]=[CH:29][CH:28]=[CH:27][C:26]=1[S:31]([N:34]=[C:35]=[O:36])(=[O:33])=[O:32].